This data is from Peptide-MHC class I binding affinity with 185,985 pairs from IEDB/IMGT. The task is: Regression. Given a peptide amino acid sequence and an MHC pseudo amino acid sequence, predict their binding affinity value. This is MHC class I binding data. The peptide sequence is PLKVKDIPF. The MHC is HLA-B08:02 with pseudo-sequence HLA-B08:02. The binding affinity (normalized) is 0.0847.